From a dataset of Reaction yield outcomes from USPTO patents with 853,638 reactions. Predict the reaction yield, written as a fraction of the theoretical maximum amount of product (1.0 means a 100% yield; for example, 0.34 means a 34% yield). The reactants are Br[C:2]1[CH:7]=[C:6]([Cl:8])[C:5]([C:9]([N:11]2[C:19]3[CH:18]=[CH:17][N:16]=[CH:15][C:14]=3[CH:13]=[CH:12]2)=[O:10])=[C:4]([Cl:20])[CH:3]=1.[C:21]([O:25][CH2:26][CH3:27])(=[O:24])[CH:22]=[CH2:23].C(N(CC)CC)C.C1(P(C2C=CC=CC=2)C2C=CC=CC=2)C=CC=CC=1. The catalyst is CN(C)C=O.C([O-])(=O)C.[Pd+2].C([O-])(=O)C. The product is [Cl:20][C:4]1[CH:3]=[C:2](/[CH:23]=[CH:22]/[C:21]([O:25][CH2:26][CH3:27])=[O:24])[CH:7]=[C:6]([Cl:8])[C:5]=1[C:9]([N:11]1[C:19]2[CH:18]=[CH:17][N:16]=[CH:15][C:14]=2[CH:13]=[CH:12]1)=[O:10]. The yield is 0.616.